Dataset: Reaction yield outcomes from USPTO patents with 853,638 reactions. Task: Predict the reaction yield, written as a fraction of the theoretical maximum amount of product (1.0 means a 100% yield; for example, 0.34 means a 34% yield). (1) The yield is 0.210. The catalyst is CN1C(=O)CCC1.C(Cl)Cl. The product is [C:23]([NH:26][C:2]1[CH:11]=[CH:10][C:9]2[C:4](=[C:5]([C:12]3[NH:20][C:19]4[CH2:18][CH2:17][NH:16][C:15](=[O:21])[C:14]=4[CH:13]=3)[CH:6]=[CH:7][CH:8]=2)[N:3]=1)([CH3:25])([CH3:24])[CH3:22]. The reactants are Cl[C:2]1[CH:11]=[CH:10][C:9]2[C:4](=[C:5]([C:12]3[NH:20][C:19]4[CH2:18][CH2:17][NH:16][C:15](=[O:21])[C:14]=4[CH:13]=3)[CH:6]=[CH:7][CH:8]=2)[N:3]=1.[CH3:22][C:23]([NH2:26])([CH3:25])[CH3:24]. (2) The reactants are [Cl:1][C:2]1[O:6][C:5]([CH2:7][C:8]2[CH:13]=[CH:12][C:11]([CH2:14][C:15](Cl)=[N:16][OH:17])=[CH:10][CH:9]=2)=[CH:4][CH:3]=1.O1CCCC1.[C:24]([C:26]1[CH:27]=[CH:28][C:29]([NH2:32])=[N:30][CH:31]=1)#[CH:25].C(N(CC)CC)C. The catalyst is O. The product is [Cl:1][C:2]1[O:6][C:5]([CH2:7][C:8]2[CH:13]=[CH:12][C:11]([CH2:14][C:15]3[CH:25]=[C:24]([C:26]4[CH:27]=[CH:28][C:29]([NH2:32])=[N:30][CH:31]=4)[O:17][N:16]=3)=[CH:10][CH:9]=2)=[CH:4][CH:3]=1. The yield is 0.0490. (3) The reactants are [CH2:1](Br)/[CH:2]=[C:3](/[CH2:5][CH2:6][CH:7]=[C:8]([CH3:10])[CH3:9])\[CH3:4].P([O-])([O-])(O)=[O:13].[K+].[K+].CCCC[CH2:23][CH3:24].[C:25]([O:28][CH2:29][CH3:30])(=[O:27])[CH3:26]. No catalyst specified. The product is [CH3:4][C:3]([CH2:5][CH2:6][CH:7]=[C:8]([CH3:10])[CH3:9])=[CH:2][CH2:1][CH2:24][C:23](=[O:13])[CH2:26][C:25]([O:28][CH2:29][CH3:30])=[O:27]. The yield is 0.770.